Task: Predict the product of the given reaction.. Dataset: Forward reaction prediction with 1.9M reactions from USPTO patents (1976-2016) (1) Given the reactants [NH2:1][CH2:2][C:3]1([N:7]([CH2:15][C:16]2[CH:21]=[CH:20][CH:19]=[CH:18][CH:17]=2)[CH2:8][C:9]2[CH:14]=[CH:13][CH:12]=[CH:11][CH:10]=2)[CH2:6][O:5][CH2:4]1.C(=O)(O)[O-].[Na+].[C:27](O[C:27]([O:29][C:30]([CH3:33])([CH3:32])[CH3:31])=[O:28])([O:29][C:30]([CH3:33])([CH3:32])[CH3:31])=[O:28], predict the reaction product. The product is: [C:30]([O:29][C:27](=[O:28])[NH:1][CH2:2][C:3]1([N:7]([CH2:8][C:9]2[CH:14]=[CH:13][CH:12]=[CH:11][CH:10]=2)[CH2:15][C:16]2[CH:21]=[CH:20][CH:19]=[CH:18][CH:17]=2)[CH2:6][O:5][CH2:4]1)([CH3:33])([CH3:32])[CH3:31]. (2) The product is: [C:32]([O:36][C:37](=[O:49])[CH2:38][O:39][C:40]1[CH:45]=[CH:44][C:43]([Cl:46])=[CH:42][C:41]=1[C:47]#[C:48][C:51]1[CH:64]=[CH:63][C:54]2[C:55](=[O:62])[C:56]([CH3:61])([CH3:60])[S:57](=[O:58])(=[O:59])[C:53]=2[CH:52]=1)([CH3:35])([CH3:34])[CH3:33]. Given the reactants C(OC(=O)COC1C=CC(Cl)=CC=1C#CC1C=C(S(CCC)(=O)=O)C=CC=1F)(C)(C)C.[C:32]([O:36][C:37](=[O:49])[CH2:38][O:39][C:40]1[CH:45]=[CH:44][C:43]([Cl:46])=[CH:42][C:41]=1[C:47]#[CH:48])([CH3:35])([CH3:34])[CH3:33].Br[C:51]1[CH:64]=[CH:63][C:54]2[C:55](=[O:62])[C:56]([CH3:61])([CH3:60])[S:57](=[O:59])(=[O:58])[C:53]=2[CH:52]=1, predict the reaction product. (3) Given the reactants [NH2:1][C:2]1[S:3][C:4]2[C:9]([CH3:11])([CH3:10])[O:8][C:7](=[O:12])[C:5]=2[N:6]=1.[CH3:13][O:14][CH2:15][CH2:16][Br:17], predict the reaction product. The product is: [BrH:17].[NH:1]=[C:2]1[N:6]([CH2:16][CH2:15][O:14][CH3:13])[C:5]2[C:7](=[O:12])[O:8][C:9]([CH3:10])([CH3:11])[C:4]=2[S:3]1. (4) Given the reactants [C:1]([O:5][NH:6][C:7]([C@:9]1([CH3:38])[C@H:14]([NH:15][S:16]([C:19]2[CH:24]=[CH:23][C:22]([O:25][CH2:26][C:27]3[C:36]4[C:31](=[CH:32][CH:33]=[CH:34][CH:35]=4)[N:30]=[C:29]([CH3:37])[CH:28]=3)=[CH:21][CH:20]=2)(=[O:18])=[O:17])[CH2:13][CH2:12][NH:11][CH2:10]1)=[O:8])([CH3:4])([CH3:3])[CH3:2].[I-].[Na+].C(=O)([O-])[O-].[K+].[K+].[CH2:47](Cl)[C:48]#[CH:49], predict the reaction product. The product is: [C:1]([O:5][NH:6][C:7]([C@:9]1([CH3:38])[C@H:14]([NH:15][S:16]([C:19]2[CH:20]=[CH:21][C:22]([O:25][CH2:26][C:27]3[C:36]4[C:31](=[CH:32][CH:33]=[CH:34][CH:35]=4)[N:30]=[C:29]([CH3:37])[CH:28]=3)=[CH:23][CH:24]=2)(=[O:18])=[O:17])[CH2:13][CH2:12][N:11]([CH2:49][C:48]#[CH:47])[CH2:10]1)=[O:8])([CH3:4])([CH3:3])[CH3:2]. (5) Given the reactants [CH3:1][NH2:2].[Br:3][C:4]1[CH:5]=[C:6]([F:14])[C:7]([N+:11]([O-:13])=[O:12])=[C:8](F)[CH:9]=1.C([O-])([O-])=O.[Cs+].[Cs+], predict the reaction product. The product is: [Br:3][C:4]1[CH:5]=[C:6]([F:14])[C:7]([N+:11]([O-:13])=[O:12])=[C:8]([NH:2][CH3:1])[CH:9]=1. (6) Given the reactants Cl[C:2]1[N:7]2[N:8]=[C:9]([C:11]([F:14])([F:13])[CH3:12])[N:10]=[C:6]2[N:5]=[C:4]([CH3:15])[CH:3]=1.[NH2:16][C:17]1[CH:22]=[C:21]([F:23])[C:20]([C:24]([F:27])([F:26])[F:25])=[C:19]([F:28])[CH:18]=1, predict the reaction product. The product is: [F:13][C:11]([C:9]1[N:10]=[C:6]2[N:5]=[C:4]([CH3:15])[CH:3]=[C:2]([NH:16][C:17]3[CH:18]=[C:19]([F:28])[C:20]([C:24]([F:27])([F:25])[F:26])=[C:21]([F:23])[CH:22]=3)[N:7]2[N:8]=1)([F:14])[CH3:12]. (7) Given the reactants [CH2:1]([C@:3]12[C:16]3[C:11](=[CH:12][C:13]([OH:17])=[CH:14][CH:15]=3)[CH2:10][CH2:9][C@@H:8]1[CH2:7][C@:6]([C:19]1[CH:24]=[CH:23][CH:22]=[CH:21][N:20]=1)([OH:18])[C@:5]([CH3:26])([OH:25])[CH2:4]2)[CH3:2].I[CH2:28][C:29]([NH2:31])=[O:30], predict the reaction product. The product is: [CH2:1]([C@@:3]12[CH2:4][C@:5]([OH:25])([CH3:26])[C@:6]([OH:18])([C:19]3[CH:24]=[CH:23][CH:22]=[CH:21][N:20]=3)[CH2:7][C@H:8]1[CH2:9][CH2:10][C:11]1[CH:12]=[C:13]([O:17][CH2:28][C:29]([NH2:31])=[O:30])[CH:14]=[CH:15][C:16]2=1)[CH3:2]. (8) Given the reactants [Mg].Cl[CH2:3][CH2:4][C:5]([CH3:8])([CH3:7])[CH3:6].BrC(Br)C.[OH:13][C:14]1[C:15](=[O:25])[C:16]2[C:21]([C:22](=[O:24])[CH:23]=1)=[CH:20][CH:19]=[CH:18][CH:17]=2, predict the reaction product. The product is: [CH3:6][C:5]([CH3:8])([CH3:7])[CH2:4][CH2:3][C:15]1([OH:25])[C:16]2[C:21](=[CH:20][CH:19]=[CH:18][CH:17]=2)[C:22](=[O:24])[CH2:23][C:14]1=[O:13].